This data is from Forward reaction prediction with 1.9M reactions from USPTO patents (1976-2016). The task is: Predict the product of the given reaction. Given the reactants [CH3:1][O:2][C:3]1[CH:4]=[C:5]([NH:15][C:16]2[N:21]=[C:20]([C:22](OCC)=[O:23])[CH:19]=[C:18]([CH2:27][O:28][CH2:29][C:30]([F:33])([F:32])[F:31])[N:17]=2)[CH:6]=[CH:7][C:8]=1[N:9]1[CH:13]=[C:12]([CH3:14])[N:11]=[CH:10]1.C(O)(=O)CC(CC(O)=O)(C(O)=O)O.[BH4-].[Na+].CC(C)=O, predict the reaction product. The product is: [CH3:1][O:2][C:3]1[CH:4]=[C:5]([NH:15][C:16]2[N:21]=[C:20]([CH2:22][OH:23])[CH:19]=[C:18]([CH2:27][O:28][CH2:29][C:30]([F:32])([F:33])[F:31])[N:17]=2)[CH:6]=[CH:7][C:8]=1[N:9]1[CH:13]=[C:12]([CH3:14])[N:11]=[CH:10]1.